This data is from Forward reaction prediction with 1.9M reactions from USPTO patents (1976-2016). The task is: Predict the product of the given reaction. (1) Given the reactants [Cl:1][S:2]([OH:5])(=O)=[O:3].[Br:6][C:7]1[CH:8]=[C:9]([O:13][CH3:14])[CH:10]=[CH:11][CH:12]=1, predict the reaction product. The product is: [Br:6][C:7]1[CH:12]=[CH:11][C:10]([S:2]([Cl:1])(=[O:5])=[O:3])=[C:9]([O:13][CH3:14])[CH:8]=1. (2) Given the reactants C(O[C:6](=[O:34])[NH:7][C@@H:8]([CH3:33])[C:9]([N:11]1[CH2:16][CH2:15][CH2:14][C@@H:13]([C:17](=[O:32])[NH:18][C@@H:19]([C:21]2[CH:30]=[CH:29][C:28]3[C:23](=[CH:24][C:25]([Br:31])=[CH:26][CH:27]=3)[N:22]=2)[CH3:20])[NH:12]1)=[O:10])(C)(C)C.Cl.O1CCOCC1.[OH:42][C@@H:43]([C@@H:47]([O:49][CH3:50])[CH3:48])C(O)=O.C(N(CC)C(C)C)(C)C.F[P-](F)(F)(F)(F)F.N1(OC(N(C)C)=[N+](C)C)C2C=CC=CC=2N=N1, predict the reaction product. The product is: [Br:31][C:25]1[CH:24]=[C:23]2[C:28]([CH:29]=[CH:30][C:21]([C@H:19]([NH:18][C:17]([C@@H:13]3[CH2:14][CH2:15][CH2:16][N:11]([C:9](=[O:10])[C@@H:8]([NH:7][C:6](=[O:34])[C@@H:43]([OH:42])[C@@H:47]([O:49][CH3:50])[CH3:48])[CH3:33])[NH:12]3)=[O:32])[CH3:20])=[N:22]2)=[CH:27][CH:26]=1. (3) Given the reactants [NH2:1][C@@H:2]([CH2:22][C:23]1[CH:28]=[CH:27][C:26]([Cl:29])=[CH:25][CH:24]=1)[C:3]([N:5]1[CH2:10][CH2:9][N:8]([C:11]2[CH:16]=[CH:15][CH:14]=[CH:13][C:12]=2[NH:17][S:18]([CH3:21])(=[O:20])=[O:19])[CH2:7][CH2:6]1)=[O:4].[N:30]1([C:43]([O:45][C:46]([CH3:49])([CH3:48])[CH3:47])=[O:44])[CH2:39][C:38]2[C:33](=[CH:34][CH:35]=[CH:36][CH:37]=2)[CH2:32][C@H:31]1[C:40](O)=[O:41].CCN=C=NCCCN(C)C.CI.C1C=NC2N(O)N=NC=2C=1, predict the reaction product. The product is: [Cl:29][C:26]1[CH:25]=[CH:24][C:23]([CH2:22][C@H:2]([NH:1][C:40]([C@@H:31]2[CH2:32][C:33]3[C:38](=[CH:37][CH:36]=[CH:35][CH:34]=3)[CH2:39][N:30]2[C:43]([O:45][C:46]([CH3:49])([CH3:48])[CH3:47])=[O:44])=[O:41])[C:3]([N:5]2[CH2:6][CH2:7][N:8]([C:11]3[CH:16]=[CH:15][CH:14]=[CH:13][C:12]=3[NH:17][S:18]([CH3:21])(=[O:19])=[O:20])[CH2:9][CH2:10]2)=[O:4])=[CH:28][CH:27]=1. (4) Given the reactants O.[OH-].[Li+].C[O:5][C:6](=[O:33])[C:7]1[CH:12]=[CH:11][C:10]([N:13]2[CH2:18][CH2:17][N:16]([C:19](=[O:30])[C:20]3[CH:25]=[CH:24][CH:23]=[CH:22][C:21]=3[C:26]([F:29])([F:28])[F:27])[CH2:15][CH2:14]2)=[N:9][C:8]=1[O:31][CH3:32], predict the reaction product. The product is: [CH3:32][O:31][C:8]1[N:9]=[C:10]([N:13]2[CH2:18][CH2:17][N:16]([C:19](=[O:30])[C:20]3[CH:25]=[CH:24][CH:23]=[CH:22][C:21]=3[C:26]([F:29])([F:28])[F:27])[CH2:15][CH2:14]2)[CH:11]=[CH:12][C:7]=1[C:6]([OH:33])=[O:5].